From a dataset of Forward reaction prediction with 1.9M reactions from USPTO patents (1976-2016). Predict the product of the given reaction. (1) Given the reactants [CH2:1]([O:8][C:9]1[CH:14]=[C:13]([O:15][CH2:16][C:17]2[CH:22]=[CH:21][CH:20]=[CH:19][CH:18]=2)[CH:12]=[CH:11][C:10]=1[C:23]1[CH:32]=[CH:31][C:30]2[C:25](=[CH:26][CH:27]=[C:28]([O:33][CH3:34])[CH:29]=2)[C:24]=1[C:35]([C:37]1[CH:42]=[CH:41][C:40]([O:43][CH2:44][CH2:45][N:46]2[CH2:51][CH2:50][CH2:49][CH2:48][CH2:47]2)=[CH:39][CH:38]=1)=[O:36])[C:2]1[CH:7]=[CH:6][CH:5]=[CH:4][CH:3]=1.[H-].[Al+3].[Li+].[H-].[H-].[H-], predict the reaction product. The product is: [CH2:1]([O:8][C:9]1[CH:14]=[C:13]([O:15][CH2:16][C:17]2[CH:18]=[CH:19][CH:20]=[CH:21][CH:22]=2)[CH:12]=[CH:11][C:10]=1[C:23]1[CH:32]=[CH:31][C:30]2[C:25](=[CH:26][CH:27]=[C:28]([O:33][CH3:34])[CH:29]=2)[C:24]=1[CH:35]([C:37]1[CH:38]=[CH:39][C:40]([O:43][CH2:44][CH2:45][N:46]2[CH2:47][CH2:48][CH2:49][CH2:50][CH2:51]2)=[CH:41][CH:42]=1)[OH:36])[C:2]1[CH:3]=[CH:4][CH:5]=[CH:6][CH:7]=1. (2) Given the reactants [Cl:1][C:2]1[CH:7]=[CH:6][C:5]([S:8]([N:11]([CH2:19][C:20]2[CH:28]=[CH:27][C:23]([C:24]([OH:26])=O)=[CH:22][CH:21]=2)[CH2:12][C:13]2[CH:18]=[CH:17][CH:16]=[CH:15][N:14]=2)(=[O:10])=[O:9])=[CH:4][CH:3]=1.[CH3:29][O:30][CH2:31][CH2:32][CH2:33][S:34]([NH2:37])(=[O:36])=[O:35], predict the reaction product. The product is: [CH3:29][O:30][CH2:31][CH2:32][CH2:33][S:34]([NH:37][C:24](=[O:26])[C:23]1[CH:22]=[CH:21][C:20]([CH2:19][N:11]([S:8]([C:5]2[CH:6]=[CH:7][C:2]([Cl:1])=[CH:3][CH:4]=2)(=[O:10])=[O:9])[CH2:12][C:13]2[CH:18]=[CH:17][CH:16]=[CH:15][N:14]=2)=[CH:28][CH:27]=1)(=[O:36])=[O:35]. (3) Given the reactants [CH2:1]([C:5]1[CH:13]=[CH:12][C:8]2[NH:9][N:10]=[N:11][C:7]=2[CH:6]=1)[CH2:2][CH2:3][CH3:4].[OH-].[Na+].[N+]([O-])([O-])=O.[Ag+:20], predict the reaction product. The product is: [CH2:1]([C:5]1[CH:13]=[CH:12][C:8]2[NH:9][N:10]=[N:11][C:7]=2[CH:6]=1)[CH2:2][CH2:3][CH3:4].[Ag:20]. (4) The product is: [CH3:20][O:19][C:18]1[CH:17]=[CH:16][C:4]([C:5]([NH:7][C:8]2[CH:13]=[CH:12][C:11]([Cl:14])=[C:10]([Cl:15])[CH:9]=2)=[O:6])=[CH:3][C:2]=1[NH:1][C:27]1[CH:26]=[CH:25][CH:24]=[C:23]([C:22]([F:51])([F:50])[F:21])[CH:28]=1. Given the reactants [NH2:1][C:2]1[CH:3]=[C:4]([CH:16]=[CH:17][C:18]=1[O:19][CH3:20])[C:5]([NH:7][C:8]1[CH:13]=[CH:12][C:11]([Cl:14])=[C:10]([Cl:15])[CH:9]=1)=[O:6].[F:21][C:22]([F:51])([F:50])[C:23]1[CH:24]=[C:25]([Bi]([C:25]2[CH:26]=[CH:27][CH:28]=[C:23]([C:22]([F:51])([F:50])[F:21])[CH:24]=2)[C:25]2[CH:26]=[CH:27][CH:28]=[C:23]([C:22]([F:51])([F:50])[F:21])[CH:24]=2)[CH:26]=[CH:27][CH:28]=1.C(N(CC)CC)C, predict the reaction product.